From a dataset of Reaction yield outcomes from USPTO patents with 853,638 reactions. Predict the reaction yield, written as a fraction of the theoretical maximum amount of product (1.0 means a 100% yield; for example, 0.34 means a 34% yield). (1) The reactants are Br[CH:2]1[CH2:9][CH2:8][CH2:7][CH:6]=[CH:5][CH2:4][CH2:3]1.[Mg].[CH:11](=[O:13])[CH3:12].Cl. The catalyst is C(OCC)C. The product is [CH:2]1([C:11](=[O:13])[CH3:12])[CH2:9][CH2:8][CH2:7][CH:6]=[CH:5][CH2:4][CH2:3]1. The yield is 0.300. (2) The reactants are Cl.[F:2][CH2:3][CH2:4][NH2:5].O.C(=O)(O)[O-].[Na+].[C:12](O[C:12]([O:14][C:15]([CH3:18])([CH3:17])[CH3:16])=[O:13])([O:14][C:15]([CH3:18])([CH3:17])[CH3:16])=[O:13]. The yield is 1.00. The catalyst is C1COCC1. The product is [F:2][CH2:3][CH2:4][NH:5][C:12](=[O:13])[O:14][C:15]([CH3:18])([CH3:17])[CH3:16]. (3) The reactants are Cl[C:2]1[N:7]=[N:6][C:5]([NH:8][C:9]2[CH:14]=[CH:13][C:12]([O:15][CH:16]([F:18])[F:17])=[CH:11][CH:10]=2)=[CH:4][CH:3]=1.[CH:19](B1OC(C)(C)C(C)(C)O1)=[CH2:20].C([O-])([O-])=O.[K+].[K+]. The catalyst is O1CCOCC1.O. The product is [F:17][CH:16]([F:18])[O:15][C:12]1[CH:13]=[CH:14][C:9]([NH:8][C:5]2[N:6]=[N:7][C:2]([CH:19]=[CH2:20])=[CH:3][CH:4]=2)=[CH:10][CH:11]=1. The yield is 0.590. (4) The reactants are C([O:8][CH2:9][C@H:10]([C:22]1[S:23][C:24]2[C:29]([N:30]=1)=[CH:28][C:27]([Cl:31])=[CH:26][N:25]=2)[O:11][C:12]1[C:13]([F:21])=[C:14]([C:17]([F:20])=[CH:18][CH:19]=1)[C:15]#[N:16])C1C=CC=CC=1.S(=O)(=O)(O)[OH:33]. No catalyst specified. The product is [Cl:31][C:27]1[CH:28]=[C:29]2[N:30]=[C:22]([C@H:10]([O:11][C:12]3[C:13]([F:21])=[C:14]([C:17]([F:20])=[CH:18][CH:19]=3)[C:15]([NH2:16])=[O:33])[CH2:9][OH:8])[S:23][C:24]2=[N:25][CH:26]=1. The yield is 0.150. (5) The reactants are Br[C:2]1[CH:3]=[CH:4][C:5]([CH2:8][CH2:9][CH3:10])=[N:6][CH:7]=1.[CH2:11](C([Sn])=C(CCCC)CCCC)[CH2:12]CC. The catalyst is CN(C=O)C.C1COCC1.O.C1C=CC([P]([Pd]([P](C2C=CC=CC=2)(C2C=CC=CC=2)C2C=CC=CC=2)([P](C2C=CC=CC=2)(C2C=CC=CC=2)C2C=CC=CC=2)[P](C2C=CC=CC=2)(C2C=CC=CC=2)C2C=CC=CC=2)(C2C=CC=CC=2)C2C=CC=CC=2)=CC=1. The product is [CH2:8]([C:5]1[CH:4]=[CH:3][C:2]([CH:11]=[CH2:12])=[CH:7][N:6]=1)[CH2:9][CH3:10]. The yield is 0.410. (6) The reactants are [NH2:1][C:2]1[S:3][C:4]([O:12][CH3:13])=[C:5]([C:7]([NH:9][CH2:10][CH3:11])=[O:8])[N:6]=1.[Cl:14][CH2:15][C:16](=O)[CH2:17][C:18](OCC)=[O:19].C(N(CC)CC)C.O. The catalyst is CO. The product is [Cl:14][CH2:15][C:16]1[N:1]=[C:2]2[S:3][C:4]([O:12][CH3:13])=[C:5]([C:7]([NH:9][CH2:10][CH3:11])=[O:8])[N:6]2[C:18](=[O:19])[CH:17]=1. The yield is 0.0500. (7) The reactants are [Br:1][C:2]1[CH:18]=[C:17](/[CH:19]=[CH:20]/[CH:21]([C:26]2[CH:31]=[C:30]([Cl:32])[C:29]([Cl:33])=[C:28]([Cl:34])[CH:27]=2)[C:22]([F:25])([F:24])[F:23])[CH:16]=[CH:15][C:3]=1[C:4]([NH:6][CH2:7][C:8]([O:10]C(C)(C)C)=[O:9])=[O:5].C(O)(C(F)(F)F)=O. The catalyst is C(Cl)Cl. The product is [Br:1][C:2]1[CH:18]=[C:17](/[CH:19]=[CH:20]/[CH:21]([C:26]2[CH:31]=[C:30]([Cl:32])[C:29]([Cl:33])=[C:28]([Cl:34])[CH:27]=2)[C:22]([F:24])([F:25])[F:23])[CH:16]=[CH:15][C:3]=1[C:4]([NH:6][CH2:7][C:8]([OH:10])=[O:9])=[O:5]. The yield is 0.780. (8) The reactants are [CH3:1][C:2]1[C:6]([CH2:7][N:8]2[CH:12]=[C:11]([NH2:13])[N:10]=[CH:9]2)=[C:5]([CH3:14])[O:4][N:3]=1.[O:15]1[C:19]2[CH:20]=[CH:21][C:22]([C:24](Cl)=[O:25])=[CH:23][C:18]=2[O:17][CH2:16]1.C(N(CC)CC)C. The catalyst is ClCCl. The product is [CH3:1][C:2]1[C:6]([CH2:7][N:8]2[CH:12]=[C:11]([NH:13][C:24]([C:22]3[CH:21]=[CH:20][C:19]4[O:15][CH2:16][O:17][C:18]=4[CH:23]=3)=[O:25])[N:10]=[CH:9]2)=[C:5]([CH3:14])[O:4][N:3]=1. The yield is 0.150.